Dataset: Full USPTO retrosynthesis dataset with 1.9M reactions from patents (1976-2016). Task: Predict the reactants needed to synthesize the given product. (1) Given the product [Cl:2][C:3]1[CH:14]=[C:13]2[C:6]([NH:7][CH:8]=[C:9]2[CH2:10][CH2:11][NH2:12])=[CH:5][CH:4]=1, predict the reactants needed to synthesize it. The reactants are: Cl.[Cl:2][C:3]1[CH:14]=[C:13]2[C:6]([NH:7][CH:8]=[C:9]2[CH2:10][CH2:11][NH2:12])=[CH:5][CH:4]=1.[OH-].[Na+]. (2) Given the product [CH2:1]([O:3][P:4]([CH:9]=[C:10]1[NH:16][CH2:15][CH2:14][N:13]([CH3:17])[C:12]2[CH:18]=[C:19]([F:22])[CH:20]=[CH:21][C:11]1=2)(=[O:8])[O:5][CH2:6][CH3:7])[CH3:2], predict the reactants needed to synthesize it. The reactants are: [CH2:1]([O:3][P:4]([CH:9]=[C:10]1[NH:16][CH2:15][CH2:14][N:13]([CH3:17])[C:12]2[CH:18]=[CH:19][CH:20]=[CH:21][C:11]1=2)(=[O:8])[O:5][CH2:6][CH3:7])[CH3:2].[F:22]C1C=C(F)C=CC=1C(O)=O. (3) Given the product [Cl:1][C:2]1[CH:7]=[C:6]([NH:8][C:9]2[N:10]=[C:11]([NH2:12])[NH:35][N:34]=2)[CH:5]=[C:4]([C:15]([F:17])([F:16])[F:18])[C:3]=1[C:19]1[CH:24]=[CH:23][C:22]([S:25]([N:28]2[CH2:29][CH2:30][O:31][CH2:32][CH2:33]2)(=[O:27])=[O:26])=[CH:21][CH:20]=1, predict the reactants needed to synthesize it. The reactants are: [Cl:1][C:2]1[CH:7]=[C:6]([NH:8][CH:9](SC)[NH:10][C:11]#[N:12])[CH:5]=[C:4]([C:15]([F:18])([F:17])[F:16])[C:3]=1[C:19]1[CH:24]=[CH:23][C:22]([S:25]([N:28]2[CH2:33][CH2:32][O:31][CH2:30][CH2:29]2)(=[O:27])=[O:26])=[CH:21][CH:20]=1.[NH2:34][NH2:35].